This data is from Reaction yield outcomes from USPTO patents with 853,638 reactions. The task is: Predict the reaction yield, written as a fraction of the theoretical maximum amount of product (1.0 means a 100% yield; for example, 0.34 means a 34% yield). (1) The catalyst is O1CCCC1. The reactants are [F:1][C:2]([F:13])([F:12])[C:3]1[CH:11]=[C:10]2[C:6]([CH:7]=[CH:8][NH:9]2)=[CH:5][CH:4]=1.[F:14][C:15]([F:26])([F:25])[C:16](O[C:16](=[O:17])[C:15]([F:26])([F:25])[F:14])=[O:17].O. The yield is 0.830. The product is [F:14][C:15]([F:26])([F:25])[C:16]([C:7]1[C:6]2[C:10](=[CH:11][C:3]([C:2]([F:1])([F:12])[F:13])=[CH:4][CH:5]=2)[NH:9][CH:8]=1)=[O:17]. (2) The product is [F:1][C:2]1[CH:3]=[C:4]2[C:8](=[CH:9][CH:10]=1)[NH:7][C:6](=[O:11])[C:5]2=[C:38]1[C:39]2[C:35](=[CH:34][C:33]([OH:32])=[CH:41][CH:40]=2)[C:36]([CH3:44])([CH3:43])[O:37]1. The yield is 0.580. The reactants are [F:1][C:2]1[CH:3]=[C:4]2[C:8](=[CH:9][CH:10]=1)[NH:7][C:6](=[O:11])[CH2:5]2.[Li+].C[Si]([N-][Si](C)(C)C)(C)C.C1COCC1.C([Si](C)(C)[O:32][C:33]1[CH:34]=[C:35]2[C:39](=[CH:40][CH:41]=1)[C:38](=O)[O:37][C:36]2([CH3:44])[CH3:43])(C)(C)C. The catalyst is C1COCC1.